Dataset: Full USPTO retrosynthesis dataset with 1.9M reactions from patents (1976-2016). Task: Predict the reactants needed to synthesize the given product. Given the product [CH2:3]([O:10][C:11]1[C:12](=[O:20])[CH:13]=[C:14]([CH:17]([F:19])[F:18])[N:2]([CH3:1])[CH:16]=1)[C:4]1[CH:9]=[CH:8][CH:7]=[CH:6][CH:5]=1, predict the reactants needed to synthesize it. The reactants are: [CH3:1][NH2:2].[CH2:3]([O:10][C:11]1[C:12](=[O:20])[CH:13]=[C:14]([CH:17]([F:19])[F:18])O[CH:16]=1)[C:4]1[CH:9]=[CH:8][CH:7]=[CH:6][CH:5]=1.ClCCl.